Dataset: Forward reaction prediction with 1.9M reactions from USPTO patents (1976-2016). Task: Predict the product of the given reaction. (1) Given the reactants C[O:2][C:3]([C:5]1[C:6](Cl)=[N:7][C:8]2[C:13]([C:14]=1[C:15]1[CH:20]=[CH:19][CH:18]=[CH:17][CH:16]=1)=[CH:12][C:11]([CH2:21][CH3:22])=[CH:10][C:9]=2[CH3:23])=[O:4].[CH2:25]([NH:27][CH3:28])[CH3:26], predict the reaction product. The product is: [CH2:21]([C:11]1[CH:12]=[C:13]2[C:8](=[C:9]([CH3:23])[CH:10]=1)[N:7]=[C:6]([N:27]([CH2:25][CH3:26])[CH3:28])[C:5]([C:3]([OH:2])=[O:4])=[C:14]2[C:15]1[CH:20]=[CH:19][CH:18]=[CH:17][CH:16]=1)[CH3:22]. (2) The product is: [CH3:24][S:25]([O:16][CH2:15][C@H:11]1[CH2:12][CH2:13][CH2:14][N:10]1[C:6]1[N:5]2[N:1]=[CH:2][N:3]=[C:4]2[N:9]=[CH:8][CH:7]=1)(=[O:27])=[O:26]. Given the reactants [N:1]1[N:5]2[C:6]([N:10]3[CH2:14][CH2:13][CH2:12][C@@H:11]3[CH2:15][OH:16])=[CH:7][CH:8]=[N:9][C:4]2=[N:3][CH:2]=1.C(N(CC)CC)C.[CH3:24][S:25](Cl)(=[O:27])=[O:26].O, predict the reaction product. (3) The product is: [Br:29][C:26]1[CH:25]=[N:24][C:23]([NH:5][C:4]2[CH:6]=[CH:7][C:8]([O:9][CH:10]([F:11])[F:12])=[C:2]([Cl:1])[CH:3]=2)=[N:28][CH:27]=1. Given the reactants [Cl:1][C:2]1[CH:3]=[C:4]([CH:6]=[CH:7][C:8]=1[O:9][CH:10]([F:12])[F:11])[NH2:5].CCN(C(C)C)C(C)C.Br[C:23]1[N:28]=[CH:27][C:26]([Br:29])=[CH:25][N:24]=1, predict the reaction product. (4) Given the reactants [NH2:1][N:2]1[C:11](=[O:12])[C:10]2[C:5](=[C:6]([O:29][CH3:30])[C:7]([N:13]3[CH2:17][C@@H:16]([F:18])[C@@H:15]([C@H:19]([NH2:28])[CH2:20][O:21][C:22]4[CH:27]=[CH:26][CH:25]=[CH:24][CH:23]=4)[CH2:14]3)=[CH:8][CH:9]=2)[N:4]([CH:31]2[CH2:33][CH2:32]2)[C:3]1=[O:34].NN1C(=O)C2C(=C(OC)C(N3C[C@H]([C@@H](N)COC4C=CC=CC=4)C(C)(C)C3)=C([F:47])C=2)N(C2CC2)C1=O, predict the reaction product. The product is: [NH2:1][N:2]1[C:11](=[O:12])[C:10]2[C:5](=[C:6]([O:29][CH3:30])[C:7]([N:13]3[CH2:17][C@@H:16]([F:18])[C@@H:15]([C@H:19]([NH2:28])[CH2:20][O:21][C:22]4[CH:27]=[CH:26][CH:25]=[CH:24][CH:23]=4)[CH2:14]3)=[C:8]([F:47])[CH:9]=2)[N:4]([CH:31]2[CH2:32][CH2:33]2)[C:3]1=[O:34].